Dataset: Catalyst prediction with 721,799 reactions and 888 catalyst types from USPTO. Task: Predict which catalyst facilitates the given reaction. Reactant: [Cl:1][C:2]1[C:7]2[S:8][C:9]([C:11]3[C:16]([N+:17]([O-])=O)=[CH:15][CH:14]=[CH:13][C:12]=3[Cl:20])=[N:10][C:6]=2[CH:5]=[CH:4][N:3]=1. Product: [Cl:20][C:12]1[C:11]([C:9]2[S:8][C:7]3[C:2]([Cl:1])=[N:3][CH:4]=[CH:5][C:6]=3[N:10]=2)=[C:16]([NH2:17])[CH:15]=[CH:14][CH:13]=1. The catalyst class is: 409.